Dataset: Full USPTO retrosynthesis dataset with 1.9M reactions from patents (1976-2016). Task: Predict the reactants needed to synthesize the given product. (1) Given the product [CH2:1]([O:3][P:4]([CH2:9][CH2:10][CH2:11][C:12]([N:14]([CH2:18][C:19]1[CH:20]=[C:21]([CH:54]=[CH:55][CH:56]=1)[C:22]([NH:24][C:25]1[S:26][C:27]2[CH2:53][CH2:52][CH2:51][CH2:50][C:28]=2[C:29]=1[C:30]([NH:32][C:33]1[CH:34]=[CH:35][C:36]([CH2:39][CH2:40][C:41]2[CH:42]=[CH:43][C:44]([C:45]([OH:47])=[O:46])=[CH:48][CH:49]=2)=[CH:37][CH:38]=1)=[O:31])=[O:23])[CH:15]([CH3:17])[CH3:16])=[O:13])([OH:6])=[O:5])[CH3:2], predict the reactants needed to synthesize it. The reactants are: [CH2:1]([O:3][P:4]([CH2:9][CH2:10][CH2:11][C:12]([N:14]([CH2:18][C:19]1[CH:20]=[C:21]([CH:54]=[CH:55][CH:56]=1)[C:22]([NH:24][C:25]1[S:26][C:27]2[CH2:53][CH2:52][CH2:51][CH2:50][C:28]=2[C:29]=1[C:30]([NH:32][C:33]1[CH:38]=[CH:37][C:36]([CH2:39][CH2:40][C:41]2[CH:49]=[CH:48][C:44]([C:45]([OH:47])=[O:46])=[CH:43][CH:42]=2)=[CH:35][CH:34]=1)=[O:31])=[O:23])[CH:15]([CH3:17])[CH3:16])=[O:13])([O:6]CC)=[O:5])[CH3:2].Br[Si](C)(C)C.C(Cl)(Cl)Cl. (2) Given the product [CH:2]([C:6]1[CH:11]=[CH:10][C:9]([CH:12]2[C:16]3[C:17]([CH3:31])=[C:18]([NH:23][C:24](=[O:30])[CH2:25][C:26]([CH3:27])([CH3:28])[CH3:29])[C:19]([CH3:22])=[C:20]([CH3:21])[C:15]=3[O:14][CH2:13]2)=[CH:8][CH:7]=1)=[O:1], predict the reactants needed to synthesize it. The reactants are: [O:1]1CCO[CH:2]1[C:6]1[CH:11]=[CH:10][C:9]([CH:12]2[C:16]3[C:17]([CH3:31])=[C:18]([NH:23][C:24](=[O:30])[CH2:25][C:26]([CH3:29])([CH3:28])[CH3:27])[C:19]([CH3:22])=[C:20]([CH3:21])[C:15]=3[O:14][CH2:13]2)=[CH:8][CH:7]=1. (3) Given the product [Br:13][C:9]1[CH:8]=[C:7]([CH:14]([C:15]2[CH:20]=[CH:19][CH:18]=[CH:17][CH:16]=2)[OH:21])[CH:12]=[CH:11][CH:10]=1, predict the reactants needed to synthesize it. The reactants are: C([Li])CCC.Br[C:7]1[CH:12]=[CH:11][CH:10]=[C:9]([Br:13])[CH:8]=1.[CH:14](=[O:21])[C:15]1[CH:20]=[CH:19][CH:18]=[CH:17][CH:16]=1.